From a dataset of Full USPTO retrosynthesis dataset with 1.9M reactions from patents (1976-2016). Predict the reactants needed to synthesize the given product. (1) Given the product [C:36]([NH:35][C:33]([C:32]1[CH:31]=[CH:30][C:29]([CH2:28][NH:27][C:3]2[C:4]3[CH2:10][CH2:9][N:8]([C:11](=[O:16])[C:12]([F:15])([F:14])[F:13])[CH2:7][CH2:6][C:5]=3[CH:17]=[CH:18][C:2]=2[Cl:1])=[CH:41][CH:40]=1)=[O:34])([CH3:39])([CH3:37])[CH3:38], predict the reactants needed to synthesize it. The reactants are: [Cl:1][C:2]1[CH:18]=[CH:17][C:5]2[CH2:6][CH2:7][N:8]([C:11](=[O:16])[C:12]([F:15])([F:14])[F:13])[CH2:9][CH2:10][C:4]=2[C:3]=1OS(C(F)(F)F)(=O)=O.[NH2:27][CH2:28][C:29]1[CH:41]=[CH:40][C:32]([C:33]([NH:35][C:36]([CH3:39])([CH3:38])[CH3:37])=[O:34])=[CH:31][CH:30]=1. (2) The reactants are: [CH2:1]([C:3]1[N:8]=[C:7]2[S:9][C:10]3[CH2:15][CH2:14][CH2:13][CH2:12][C:11]=3[C:6]2=[C:5]([C:16]2[CH:21]=[CH:20][C:19]([CH3:22])=[CH:18][CH:17]=2)[C:4]=1[CH:23]([CH2:29][CH2:30][CH3:31])[C:24]([O:26]CC)=[O:25])[CH3:2].[OH-].[Na+]. Given the product [CH2:1]([C:3]1[N:8]=[C:7]2[S:9][C:10]3[CH2:15][CH2:14][CH2:13][CH2:12][C:11]=3[C:6]2=[C:5]([C:16]2[CH:17]=[CH:18][C:19]([CH3:22])=[CH:20][CH:21]=2)[C:4]=1[CH:23]([CH2:29][CH2:30][CH3:31])[C:24]([OH:26])=[O:25])[CH3:2], predict the reactants needed to synthesize it. (3) Given the product [CH2:1]([O:4][C:5]([C:7]1[C:15]2[C:14](=[O:16])[NH:17][CH2:13][CH2:12][CH2:11][C:10]=2[NH:9][CH:8]=1)=[O:6])[CH2:2][CH3:3], predict the reactants needed to synthesize it. The reactants are: [CH2:1]([O:4][C:5]([C:7]1[C:15]2[C:14](=[O:16])[CH2:13][CH2:12][CH2:11][C:10]=2[NH:9][CH:8]=1)=[O:6])[CH2:2][CH3:3].[N-:17]=[N+]=[N-].[Na+]. (4) Given the product [CH3:1][O:2][C:3]1[C:12]2[CH2:11][CH2:10][C@H:9]3[C@H:13]([CH3:21])[C:14](=[O:15])[CH2:19][CH2:20][C@:8]3([C:22]3[CH:27]=[CH:26][CH:25]=[CH:24][CH:23]=3)[C:7]=2[N:6]=[C:5]([C:28]2[CH:33]=[CH:32][CH:31]=[CH:30][C:29]=2[O:34][CH3:35])[N:4]=1, predict the reactants needed to synthesize it. The reactants are: [CH3:1][O:2][C:3]1[C:12]2[CH2:11][CH2:10][C@H:9]3[C@H:13]([CH3:21])[C:14]4([CH2:19][CH2:20][C@:8]3([C:22]3[CH:27]=[CH:26][CH:25]=[CH:24][CH:23]=3)[C:7]=2[N:6]=[C:5]([C:28]2[CH:33]=[CH:32][CH:31]=[CH:30][C:29]=2[O:34][CH3:35])[N:4]=1)OCC[O:15]4.Cl.C(=O)(O)[O-].[Na+]. (5) Given the product [Br:1][C:2]1[C:7]2[O:8][CH2:9][C:10](=[O:12])[N:11]([CH3:13])[C:6]=2[N:5]=[CH:4][CH:3]=1, predict the reactants needed to synthesize it. The reactants are: [Br:1][C:2]1[C:7]2[O:8][CH2:9][C:10](=[O:12])[NH:11][C:6]=2[N:5]=[CH:4][CH:3]=1.[C:13](=O)([O-])[O-].[K+].[K+].CI. (6) Given the product [CH3:33][C:13]1[CH:12]=[C:11]([CH3:34])[NH:10][C:9](=[O:8])[C:14]=1[CH2:15][N:16]1[CH2:25][CH2:24][C:23]2[C:18](=[C:19]([CH3:31])[C:20]([C:26]([N:28]([CH3:29])[CH3:30])=[O:27])=[CH:21][CH:22]=2)[C:17]1=[O:32], predict the reactants needed to synthesize it. The reactants are: C([O:8][C:9]1[C:14]([CH2:15][N:16]2[CH2:25][CH2:24][C:23]3[C:18](=[C:19]([CH3:31])[C:20]([C:26]([N:28]([CH3:30])[CH3:29])=[O:27])=[CH:21][CH:22]=3)[C:17]2=[O:32])=[C:13]([CH3:33])[CH:12]=[C:11]([CH3:34])[N:10]=1)C1C=CC=CC=1. (7) Given the product [F:1][C:2]1[CH:10]=[C:9]2[C:5]([C:6]([CH:11]=[O:12])=[N:7][N:8]2[CH3:13])=[CH:4][CH:3]=1, predict the reactants needed to synthesize it. The reactants are: [F:1][C:2]1[CH:10]=[C:9]2[C:5]([C:6]([CH:11]=[O:12])=[N:7][NH:8]2)=[CH:4][CH:3]=1.[C:13](=O)([O-])[O-].[Cs+].[Cs+].CI.O. (8) Given the product [Br:26][C:15]1[CH:14]=[C:13]([C:8]2[CH:9]=[CH:10][CH:11]=[CH:12][C:7]=2[N:2]([CH3:1])[S:3]([CH3:6])(=[O:4])=[O:5])[N:21]2[C:16]=1[CH:17]=[N:18][C:19]([S:22][CH3:23])=[N:20]2, predict the reactants needed to synthesize it. The reactants are: [CH3:1][N:2]([C:7]1[CH:12]=[CH:11][CH:10]=[CH:9][C:8]=1[C:13]1[N:21]2[C:16]([CH:17]=[N:18][C:19]([S:22][CH3:23])=[N:20]2)=[CH:15][CH:14]=1)[S:3]([CH3:6])(=[O:5])=[O:4].CO.[Br:26]N1C(=O)CCC1=O.